This data is from Forward reaction prediction with 1.9M reactions from USPTO patents (1976-2016). The task is: Predict the product of the given reaction. (1) The product is: [C:2]([S:10][S:10][C:2](=[S:9])[C:3]1[CH:8]=[CH:7][CH:6]=[CH:5][CH:4]=1)(=[S:9])[C:3]1[CH:8]=[CH:7][CH:6]=[CH:5][CH:4]=1. Given the reactants [Na].[C:2]([SH:10])(=[S:9])[C:3]1[CH:8]=[CH:7][CH:6]=[CH:5][CH:4]=1.[K+].I[I-]I, predict the reaction product. (2) Given the reactants [F:1][C:2]([F:12])([F:11])[C:3]1[CH:4]=[C:5]([CH:8]=[CH:9][CH:10]=1)[C:6]#N.[H][H].C(O)=[O:16], predict the reaction product. The product is: [F:1][C:2]([F:12])([F:11])[C:3]1[CH:4]=[C:5]([CH:8]=[CH:9][CH:10]=1)[CH:6]=[O:16]. (3) Given the reactants [NH2:1][C:2]1[CH:7]=[C:6]([N+:8]([O-:10])=[O:9])[CH:5]=[CH:4][C:3]=1[OH:11].C1N=CN([C:17](N2C=NC=C2)=[O:18])C=1, predict the reaction product. The product is: [N+:8]([C:6]1[CH:5]=[CH:4][C:3]2[O:11][C:17](=[O:18])[NH:1][C:2]=2[CH:7]=1)([O-:10])=[O:9]. (4) Given the reactants Br[C:2]1[CH:3]=[C:4]([CH:18]=[CH:19][C:20]=1[F:21])[CH2:5][O:6][C:7]1[CH:12]=[CH:11][CH:10]=[CH:9][C:8]=1[CH2:13][C:14]([O:16]C)=[O:15].Cl.[NH2:23][CH2:24][C:25]1[C:26]([F:34])=[C:27](B(O)O)[CH:28]=[CH:29][CH:30]=1, predict the reaction product. The product is: [NH2:23][CH2:24][C:25]1[C:26]([F:34])=[C:27]([C:2]2[C:20]([F:21])=[CH:19][CH:18]=[C:4]([CH2:5][O:6][C:7]3[CH:12]=[CH:11][CH:10]=[CH:9][C:8]=3[CH2:13][C:14]([OH:16])=[O:15])[CH:3]=2)[CH:28]=[CH:29][CH:30]=1. (5) Given the reactants Cl.[F:2][C:3]([F:29])([F:28])[C:4]1[CH:5]=[C:6]([CH:21]=[C:22]([C:24]([F:27])([F:26])[F:25])[CH:23]=1)[CH2:7][O:8][C@H:9]1[CH2:14][CH2:13][NH:12][CH2:11][C@H:10]1[C:15]1[CH:20]=[CH:19][CH:18]=[CH:17][CH:16]=1.Br[CH2:31][C:32]([NH2:34])=[O:33], predict the reaction product. The product is: [F:29][C:3]([F:2])([F:28])[C:4]1[CH:5]=[C:6]([CH:21]=[C:22]([C:24]([F:27])([F:25])[F:26])[CH:23]=1)[CH2:7][O:8][C@H:9]1[CH2:14][CH2:13][N:12]([CH2:31][C:32]([NH2:34])=[O:33])[CH2:11][C@H:10]1[C:15]1[CH:16]=[CH:17][CH:18]=[CH:19][CH:20]=1. (6) The product is: [Cl:23][C:18]1[CH:17]=[C:16]([C:14]2[CH:15]=[C:10]([CH2:9][OH:8])[CH:11]=[N:12][CH:13]=2)[CH:21]=[CH:20][C:19]=1[Cl:22]. Given the reactants [H-].[H-].[H-].[H-].[Li+].[Al+3].C[O:8][C:9](=O)[C:10]1[CH:15]=[C:14]([C:16]2[CH:21]=[CH:20][C:19]([Cl:22])=[C:18]([Cl:23])[CH:17]=2)[CH:13]=[N:12][CH:11]=1, predict the reaction product. (7) The product is: [F:1][C:2]1[CH:7]=[CH:6][C:5]([C:8]2[O:9][C:10]3[CH:20]=[C:19]([N:21]([CH3:26])[S:22]([CH3:25])(=[O:23])=[O:24])[C:18]([CH:27]4[CH2:32][N:31]([CH3:37])[CH2:30][CH:29]([C:33]([O:35][CH3:36])=[O:34])[CH2:28]4)=[CH:17][C:11]=3[C:12]=2[C:13](=[O:16])[NH:14][CH3:15])=[CH:4][CH:3]=1. Given the reactants [F:1][C:2]1[CH:7]=[CH:6][C:5]([C:8]2[O:9][C:10]3[CH:20]=[C:19]([N:21]([CH3:26])[S:22]([CH3:25])(=[O:24])=[O:23])[C:18]([CH:27]4[CH2:32][NH:31][CH2:30][CH:29]([C:33]([O:35][CH3:36])=[O:34])[CH2:28]4)=[CH:17][C:11]=3[C:12]=2[C:13](=[O:16])[NH:14][CH3:15])=[CH:4][CH:3]=1.[CH2:37]=O, predict the reaction product. (8) The product is: [C:28]([N:19]([CH2:20][CH:21]1[CH2:23][CH2:22]1)[C:17]1[CH:16]=[C:11]([CH:10]=[C:9]([O:8][CH2:1][C:2]2[CH:7]=[CH:6][CH:5]=[CH:4][CH:3]=2)[CH:18]=1)[C:12]([O:14][CH3:15])=[O:13])(=[O:30])[CH3:29]. Given the reactants [CH2:1]([O:8][C:9]1[CH:10]=[C:11]([CH:16]=[C:17]([NH:19][CH2:20][CH:21]2[CH2:23][CH2:22]2)[CH:18]=1)[C:12]([O:14][CH3:15])=[O:13])[C:2]1[CH:7]=[CH:6][CH:5]=[CH:4][CH:3]=1.C(Cl)(Cl)Cl.[C:28](OC(=O)C)(=[O:30])[CH3:29].N1C=CC=CC=1, predict the reaction product. (9) The product is: [Br:9][CH2:10][CH2:11][CH2:12][N:1]1[C:6](=[O:7])[CH2:5][CH2:4][CH2:3][C:2]1=[O:8]. Given the reactants [NH:1]1[C:6](=[O:7])[CH2:5][CH2:4][CH2:3][C:2]1=[O:8].[Br:9][CH2:10][CH2:11][CH2:12]Br.C(=O)([O-])[O-].[K+].[K+], predict the reaction product.